This data is from Full USPTO retrosynthesis dataset with 1.9M reactions from patents (1976-2016). The task is: Predict the reactants needed to synthesize the given product. (1) Given the product [CH3:1][O:2][C:3](=[O:33])[NH:4][CH:5]([C:9]([N:11]1[CH2:15][CH:14]([O:16][C:17]2[CH:18]=[N:55][CH:51]=[CH:42][N:41]=2)[CH2:13][CH:12]1[C:21]1[NH:22][C:23]([C:26]2[CH:31]=[CH:30][C:29]([Br:32])=[CH:28][CH:27]=2)=[CH:24][N:25]=1)=[O:10])[CH:6]([CH3:8])[CH3:7], predict the reactants needed to synthesize it. The reactants are: [CH3:1][O:2][C:3](=[O:33])[NH:4][CH:5]([C:9]([N:11]1[CH2:15][CH:14]([O:16][CH2:17][CH2:18]OC)[CH2:13][CH:12]1[C:21]1[NH:22][C:23]([C:26]2[CH:31]=[CH:30][C:29]([Br:32])=[CH:28][CH:27]=2)=[CH:24][N:25]=1)=[O:10])[CH:6]([CH3:8])[CH3:7].C(OC([N:41]1CC(OCCOC)C[CH:42]1[C:51]1N(COCC[Si](C)(C)C)C=C(C2C=CC(Br)=CC=2)[N:55]=1)=O)(C)(C)C. (2) Given the product [Cl:3][C:7]1[C:12]([C:13]([O:15][CH3:16])=[O:14])=[CH:11][C:10]([C:17]([O:19][CH3:20])=[O:18])=[C:9]([CH2:21][CH2:22][CH3:23])[N:8]=1, predict the reactants needed to synthesize it. The reactants are: P(Cl)(Cl)([Cl:3])=O.O[C:7]1[C:12]([C:13]([O:15][CH3:16])=[O:14])=[CH:11][C:10]([C:17]([O:19][CH3:20])=[O:18])=[C:9]([CH2:21][CH2:22][CH3:23])[N:8]=1.C(=O)(O)[O-].[Na+]. (3) The reactants are: [C:1]([C:5]1[S:9]/[C:8](=[N:10]\[C:11]([C:13]2[CH:31]=[C:30]([C:32]([F:35])([F:34])[F:33])[CH:29]=[CH:28][C:14]=2[O:15][CH2:16][C@@H:17]2[CH2:20][CH2:19][N:18]2[C:21](OC(C)(C)C)=O)=[O:12])/[N:7]([CH2:36][CH:37]([CH3:39])[CH3:38])[CH:6]=1)([CH3:4])([CH3:3])[CH3:2].C=O.C(O)=O.[C:45]1([CH3:55])[CH:50]=[CH:49][C:48]([S:51]([OH:54])(=[O:53])=[O:52])=[CH:47][CH:46]=1.O. Given the product [C:45]1([CH3:55])[CH:46]=[CH:47][C:48]([S:51]([OH:54])(=[O:52])=[O:53])=[CH:49][CH:50]=1.[C:1]([C:5]1[S:9]/[C:8](=[N:10]\[C:11](=[O:12])[C:13]2[CH:31]=[C:30]([C:32]([F:34])([F:33])[F:35])[CH:29]=[CH:28][C:14]=2[O:15][CH2:16][C@@H:17]2[CH2:20][CH2:19][N:18]2[CH3:21])/[N:7]([CH2:36][CH:37]([CH3:39])[CH3:38])[CH:6]=1)([CH3:4])([CH3:3])[CH3:2], predict the reactants needed to synthesize it. (4) Given the product [CH3:28][C:27]([O:26][C:25]([NH:24][CH2:23][CH2:22][NH:1][C:2]1[C:3]([C:16]([O:18][CH2:19][CH3:20])=[O:17])=[N:4][CH:5]=[C:6]([CH2:8][C:9]2[CH:10]=[CH:11][C:12]([F:15])=[CH:13][CH:14]=2)[CH:7]=1)=[O:31])([CH3:30])[CH3:29], predict the reactants needed to synthesize it. The reactants are: [NH2:1][C:2]1[C:3]([C:16]([O:18][CH2:19][CH3:20])=[O:17])=[N:4][CH:5]=[C:6]([CH2:8][C:9]2[CH:14]=[CH:13][C:12]([F:15])=[CH:11][CH:10]=2)[CH:7]=1.O=[CH:22][CH2:23][NH:24][C:25](=[O:31])[O:26][C:27]([CH3:30])([CH3:29])[CH3:28]. (5) Given the product [Br:1][C:2]1[CH:3]=[C:4]2[C:9](=[CH:10][CH:11]=1)[N:8]1[CH:12]=[CH:13][CH:14]=[C:7]1[CH:6]([CH3:15])[N:5]2[C:16](=[O:25])[C:17]1[CH:22]=[CH:21][C:20]([O:23][CH3:24])=[CH:19][CH:18]=1, predict the reactants needed to synthesize it. The reactants are: [Br:1][C:2]1[CH:3]=[C:4]2[C:9](=[CH:10][CH:11]=1)[N:8]1[CH:12]=[CH:13][CH:14]=[C:7]1[CH:6]([CH3:15])[NH:5]2.[C:16](Cl)(=[O:25])[C:17]1[CH:22]=[CH:21][C:20]([O:23][CH3:24])=[CH:19][CH:18]=1.